Dataset: Reaction yield outcomes from USPTO patents with 853,638 reactions. Task: Predict the reaction yield, written as a fraction of the theoretical maximum amount of product (1.0 means a 100% yield; for example, 0.34 means a 34% yield). (1) The reactants are [CH2:1]1[CH:5]2[CH:6]3[CH:10]=[CH:9][CH:8]([CH:4]2[CH:3]=C1)[CH2:7]3.[C:11]([O-:14])([O-])=O.C([O-])([O-])=[O:16].OO.OO.OO.[Na+].[Na+].[Na+].[Na+].C(OC(=O)C)(=O)C. The catalyst is C1(C)C=CC=CC=1. The product is [CH2:7]1[CH:6]2[CH:10]3[O:16][CH:9]3[CH:8]1[CH:4]1[CH:5]2[CH:1]2[O:14][CH:11]2[CH2:3]1. The yield is 0.990. (2) The reactants are [CH3:1][C@H:2]([CH2:8][CH2:9][CH2:10][CH2:11][CH3:12])[CH2:3][CH2:4][C:5]([OH:7])=O.C(N(CC)CC)C.CC(C)(C)C(Cl)=O.[Li+].[Cl-].[CH3:29][C@@H:30]1[CH:34]([C:35]2[CH:40]=[CH:39][CH:38]=[CH:37][CH:36]=2)[O:33][C:32](=[O:41])[NH:31]1. The catalyst is C1COCC1. The product is [CH3:29][C@@H:30]1[C@H:34]([C:35]2[CH:40]=[CH:39][CH:38]=[CH:37][CH:36]=2)[O:33][C:32](=[O:41])[N:31]1[C:5](=[O:7])[CH2:4][CH2:3][C@H:2]([CH3:1])[CH2:8][CH2:9][CH2:10][CH2:11][CH3:12]. The yield is 0.880. (3) The reactants are [C:1]([O:8][CH2:9][C:10]1[CH:15]=[CH:14][CH:13]=[CH:12][CH:11]=1)(=[O:7])[CH2:2][C:3]([O:5][CH3:6])=[O:4].[H-].[Na+].[CH3:18][O:19][C:20]1([C:26]2[CH:27]=[C:28]([CH2:32]Br)[CH:29]=[CH:30][CH:31]=2)[CH2:25][CH2:24][O:23][CH2:22][CH2:21]1. The catalyst is CC(N(C)C)=O. The product is [CH3:18][O:19][C:20]1([C:26]2[CH:27]=[C:28]([CH2:32][CH:2]([C:3]([O:5][CH3:6])=[O:4])[C:1]([O:8][CH2:9][C:10]3[CH:11]=[CH:12][CH:13]=[CH:14][CH:15]=3)=[O:7])[CH:29]=[CH:30][CH:31]=2)[CH2:21][CH2:22][O:23][CH2:24][CH2:25]1. The yield is 0.530.